Predict the reactants needed to synthesize the given product. From a dataset of Full USPTO retrosynthesis dataset with 1.9M reactions from patents (1976-2016). (1) Given the product [CH2:1]1[C:9]2[C:4](=[CH:5][CH:6]=[CH:7][CH:8]=2)[CH:3]=[C:2]1[B:10]([C:2]1[CH2:1][C:9]2[C:4]([CH:3]=1)=[CH:5][CH:6]=[CH:7][CH:8]=2)[N:12]([CH:16]([CH3:18])[CH3:17])[CH:13]([CH3:15])[CH3:14], predict the reactants needed to synthesize it. The reactants are: [CH2:1]1[C:9]2[C:4](=[CH:5][CH:6]=[CH:7][CH:8]=2)[CH:3]=[C:2]1[B:10]([N:12]([CH:16]([CH3:18])[CH3:17])[CH:13]([CH3:15])[CH3:14])Cl. (2) Given the product [CH3:16][C:11]1([CH3:17])[C:12]([CH3:15])([CH3:14])[O:13][B:9]([C:5]2[CH:4]=[N:3][C:2]([NH2:1])=[N:7][CH:6]=2)[O:10]1, predict the reactants needed to synthesize it. The reactants are: [NH2:1][C:2]1[N:7]=[CH:6][C:5](Br)=[CH:4][N:3]=1.[B:9]1([B:9]2[O:13][C:12]([CH3:15])([CH3:14])[C:11]([CH3:17])([CH3:16])[O:10]2)[O:13][C:12]([CH3:15])([CH3:14])[C:11]([CH3:17])([CH3:16])[O:10]1.C([O-])(=O)C.[K+]. (3) Given the product [Br:17][C:16]1[N:11]2[CH:10]=[CH:9][C:8]3[C@@H:7]([O:19][CH2:20][CH2:21][O:22][CH3:23])[C@H:6]([OH:24])[C@@H:5]([C:31]4[CH:36]=[CH:35][CH:34]=[CH:33][CH:32]=4)[NH:4][C:13]=3[C:12]2=[N:14][C:15]=1[CH3:18], predict the reactants needed to synthesize it. The reactants are: C([N:4]1[C:13]2[C:12]3=[N:14][C:15]([CH3:18])=[C:16]([Br:17])[N:11]3[CH:10]=[CH:9][C:8]=2[C@@H:7]([O:19][CH2:20][CH2:21][O:22][CH3:23])[C@H:6]([O:24]C(=O)C(C)(C)C)[C@H:5]1[C:31]1[CH:36]=[CH:35][CH:34]=[CH:33][CH:32]=1)(=O)C.[OH-].[K+].O.NN.